Dataset: Forward reaction prediction with 1.9M reactions from USPTO patents (1976-2016). Task: Predict the product of the given reaction. (1) Given the reactants F[C:2]1[CH:7]=[C:6]([I:8])[CH:5]=[CH:4][N:3]=1.[CH3:9][OH:10].C[O-].[Na+], predict the reaction product. The product is: [I:8][C:6]1[CH:5]=[CH:4][N:3]=[C:2]([O:10][CH3:9])[CH:7]=1. (2) Given the reactants [OH:1][C:2]1[CH:7]=[CH:6][CH:5]=[CH:4][C:3]=1[SH:8].[OH-].[Na+].[CH:11]1([CH2:14]Br)[CH2:13][CH2:12]1, predict the reaction product. The product is: [CH:11]1([CH2:14][S:8][C:3]2[CH:4]=[CH:5][CH:6]=[CH:7][C:2]=2[OH:1])[CH2:13][CH2:12]1.